This data is from Full USPTO retrosynthesis dataset with 1.9M reactions from patents (1976-2016). The task is: Predict the reactants needed to synthesize the given product. (1) Given the product [C:16]([N:20]1[CH2:1][CH2:28][C:27]2[C:22](=[CH:23][N:24]=[C:25]([O:29][CH3:30])[CH:26]=2)[CH2:21]1)([CH3:19])([CH3:18])[CH3:17], predict the reactants needed to synthesize it. The reactants are: [CH3:1]C1(C)CCCC(C)(C)N1.[Li]CCCC.[C:16]([N:20]=[CH:21][C:22]1[CH:23]=[N:24][C:25]([O:29][CH3:30])=[CH:26][C:27]=1[CH3:28])([CH3:19])([CH3:18])[CH3:17].CN(C=O)C.C([BH3-])#N.[Na+]. (2) The reactants are: Cl[C:2]1[N:22]=[C:5]2[C:6]([NH:10][C:11]3[CH:16]=[CH:15][CH:14]=[CH:13][C:12]=3[CH2:17][S:18]([CH3:21])(=[O:20])=[O:19])=[CH:7][CH:8]=[CH:9][N:4]2[N:3]=1.[CH3:23][N:24]1[CH2:29][CH2:28][N:27]([C:30]2[CH:35]=[CH:34][C:33]([NH2:36])=[CH:32][CH:31]=2)[CH2:26][CH2:25]1.C1(P(C2CCCCC2)C2C=CC=CC=2C2C=CC=CC=2P(C2CCCCC2)C2CCCCC2)CCCCC1. Given the product [CH3:21][S:18]([CH2:17][C:12]1[CH:13]=[CH:14][CH:15]=[CH:16][C:11]=1[NH:10][C:6]1[C:5]2[N:4]([N:3]=[C:2]([NH:36][C:33]3[CH:32]=[CH:31][C:30]([N:27]4[CH2:26][CH2:25][N:24]([CH3:23])[CH2:29][CH2:28]4)=[CH:35][CH:34]=3)[N:22]=2)[CH:9]=[CH:8][CH:7]=1)(=[O:20])=[O:19], predict the reactants needed to synthesize it. (3) Given the product [CH2:1]([N:8]1[CH2:9][C:10](=[O:18])[N:11]([CH2:15][C:16]#[C:17][C:20]2[C:21]([NH:28][CH2:29][C:30]([CH3:33])([CH3:32])[CH3:31])=[N:22][C:23]([C:26]#[N:27])=[N:24][CH:25]=2)[C:12](=[O:14])[CH2:13]1)[C:2]1[CH:3]=[CH:4][CH:5]=[CH:6][CH:7]=1, predict the reactants needed to synthesize it. The reactants are: [CH2:1]([N:8]1[CH2:13][C:12](=[O:14])[N:11]([CH2:15][C:16]#[CH:17])[C:10](=[O:18])[CH2:9]1)[C:2]1[CH:7]=[CH:6][CH:5]=[CH:4][CH:3]=1.Br[C:20]1[C:21]([NH:28][CH2:29][C:30]([CH3:33])([CH3:32])[CH3:31])=[N:22][C:23]([C:26]#[N:27])=[N:24][CH:25]=1.C(N(CC)CC)C.[Cl-].[NH4+]. (4) Given the product [C:36]([C@:27]1([CH3:26])[CH2:28][C:29]2[CH:34]=[CH:33][CH:32]=[CH:31][C:30]=2[O:35]1)([CH3:38])=[CH2:37], predict the reactants needed to synthesize it. The reactants are: C1(C2C3C(=CC=CC=3)C=CC=2)C2C(=CC=CC=2)C=CC=1.O1CCN=C1.[CH3:26][C:27](=[C:36]([CH3:38])[CH3:37])[CH2:28][C:29]1[CH:34]=[CH:33][CH:32]=[CH:31][C:30]=1[OH:35].C1(=O)C=CC(=O)C=C1. (5) The reactants are: [CH:1]([C:4]1[CH:9]=[CH:8][C:7]([C:10]2[N:14]([CH2:15][CH2:16][O:17][CH3:18])[C:13]3[C:19]([O:25][CH3:26])=[CH:20][C:21]([C:23]#[N:24])=[CH:22][C:12]=3[N:11]=2)=[CH:6][CH:5]=1)([CH3:3])[CH3:2].[H-].[H-].[H-].[H-].[Li+].[Al+3].CO.[OH-].[Na+]. Given the product [CH:1]([C:4]1[CH:5]=[CH:6][C:7]([C:10]2[N:14]([CH2:15][CH2:16][O:17][CH3:18])[C:13]3[C:19]([O:25][CH3:26])=[CH:20][C:21]([CH2:23][NH2:24])=[CH:22][C:12]=3[N:11]=2)=[CH:8][CH:9]=1)([CH3:3])[CH3:2], predict the reactants needed to synthesize it. (6) Given the product [CH:1]1([CH2:6][CH:7]([C:18]2[NH:31][C:21]3=[N:22][CH:23]=[C:24]([CH2:26][CH2:27][CH2:28][OH:29])[CH:25]=[C:20]3[CH:19]=2)[C:8]2[CH:13]=[CH:12][C:11]([S:14]([CH3:17])(=[O:16])=[O:15])=[CH:10][CH:9]=2)[CH2:5][CH2:4][CH2:3][CH2:2]1, predict the reactants needed to synthesize it. The reactants are: [CH:1]1([CH2:6][CH:7]([C:18]2[NH:31][C:21]3=[N:22][CH:23]=[C:24]([CH2:26][CH2:27][CH2:28][O:29]C)[CH:25]=[C:20]3[CH:19]=2)[C:8]2[CH:13]=[CH:12][C:11]([S:14]([CH3:17])(=[O:16])=[O:15])=[CH:10][CH:9]=2)[CH2:5][CH2:4][CH2:3][CH2:2]1.B(Br)(Br)Br.[OH-].[Na+].